This data is from HIV replication inhibition screening data with 41,000+ compounds from the AIDS Antiviral Screen. The task is: Binary Classification. Given a drug SMILES string, predict its activity (active/inactive) in a high-throughput screening assay against a specified biological target. The drug is COC(=O)C1CSC(c2csc(CCN)n2)=N1. The result is 0 (inactive).